This data is from Full USPTO retrosynthesis dataset with 1.9M reactions from patents (1976-2016). The task is: Predict the reactants needed to synthesize the given product. Given the product [OH:51][C@H:52]1[CH2:56][CH2:55][N:54]([C:25]([C:10]2[CH:11]=[C:12]([C:14]([NH:15][CH2:16][C:17]3[CH:18]=[N:19][C:20]([CH3:23])=[CH:21][CH:22]=3)=[O:24])[CH:13]=[C:8]([C:5]3[CH:6]=[CH:7][C:2]([CH3:1])=[CH:3][CH:4]=3)[CH:9]=2)=[O:27])[CH2:53]1, predict the reactants needed to synthesize it. The reactants are: [CH3:1][C:2]1[CH:7]=[CH:6][C:5]([C:8]2[CH:13]=[C:12]([C:14](=[O:24])[NH:15][CH2:16][C:17]3[CH:18]=[N:19][C:20]([CH3:23])=[CH:21][CH:22]=3)[CH:11]=[C:10]([C:25]([OH:27])=O)[CH:9]=2)=[CH:4][CH:3]=1.Cl.CN(C)CCCN=C=NCC.O.ON1C2C=CC=CC=2N=N1.[OH:51][C@H:52]1[CH2:56][CH2:55][NH:54][CH2:53]1.C(N(CC)C(C)C)(C)C.